Predict the reaction yield, written as a fraction of the theoretical maximum amount of product (1.0 means a 100% yield; for example, 0.34 means a 34% yield). From a dataset of Reaction yield outcomes from USPTO patents with 853,638 reactions. The reactants are [OH:1][C:2]1[C:11]([N+:12]([O-])=O)=[CH:10][CH:9]=[CH:8][C:3]=1[C:4]([O:6][CH3:7])=[O:5].[H][H]. The product is [NH2:12][C:11]1[C:2]([OH:1])=[C:3]([CH:8]=[CH:9][CH:10]=1)[C:4]([O:6][CH3:7])=[O:5]. The catalyst is CO.[Pd]. The yield is 0.720.